This data is from Full USPTO retrosynthesis dataset with 1.9M reactions from patents (1976-2016). The task is: Predict the reactants needed to synthesize the given product. (1) The reactants are: [C:1]([O:4][C:5]1[CH:6]=[C:7]([CH:11]=[CH:12][CH:13]=1)C(O)=O)(=[O:3])[CH3:2].C([N:16]([CH2:19]C)CC)C.C1(P(N=[N+]=[N-])(C2C=CC=CC=2)=[O:28])C=CC=CC=1.[C:38]1([C:44]2[N:48]=[C:47]([N:49]3[CH2:54][CH2:53][NH:52][CH2:51][CH2:50]3)[S:46][N:45]=2)[CH:43]=[CH:42][CH:41]=[CH:40][CH:39]=1. Given the product [C:1]([O:4][C:5]1[CH:13]=[CH:12][CH:11]=[C:7]([NH:16][C:19]([N:52]2[CH2:53][CH2:54][N:49]([C:47]3[S:46][N:45]=[C:44]([C:38]4[CH:39]=[CH:40][CH:41]=[CH:42][CH:43]=4)[N:48]=3)[CH2:50][CH2:51]2)=[O:28])[CH:6]=1)(=[O:3])[CH3:2], predict the reactants needed to synthesize it. (2) Given the product [CH2:1]([O:8][CH2:9][CH2:10][O:11][C:12]1[N:13]=[CH:14][C:15]([NH2:18])=[N:16][CH:17]=1)[C:2]1[CH:7]=[CH:6][CH:5]=[CH:4][CH:3]=1, predict the reactants needed to synthesize it. The reactants are: [CH2:1]([O:8][CH2:9][CH2:10][O:11][C:12]1[N:13]=[CH:14][C:15]([NH:18]C(=O)OC(C)(C)C)=[N:16][CH:17]=1)[C:2]1[CH:7]=[CH:6][CH:5]=[CH:4][CH:3]=1.FC(F)(F)C(O)=O. (3) Given the product [ClH:36].[CH3:1][O:2][CH2:3][C@@H:4]([NH:12][C:13](=[O:35])[C@H:14]([NH2:27])[C:15]1[CH:16]=[CH:17][C:18]([C:21]2[CH:26]=[CH:25][CH:24]=[CH:23][CH:22]=2)=[CH:19][CH:20]=1)[CH2:5][C:6]1[CH:7]=[CH:8][CH:9]=[CH:10][CH:11]=1, predict the reactants needed to synthesize it. The reactants are: [CH3:1][O:2][CH2:3][C@@H:4]([NH:12][C:13](=[O:35])[C@H:14]([NH:27]C(OC(C)(C)C)=O)[C:15]1[CH:20]=[CH:19][C:18]([C:21]2[CH:26]=[CH:25][CH:24]=[CH:23][CH:22]=2)=[CH:17][CH:16]=1)[CH2:5][C:6]1[CH:11]=[CH:10][CH:9]=[CH:8][CH:7]=1.[ClH:36]. (4) Given the product [CH2:39]([O:38][CH2:37][N:32]1[C:31](=[O:45])[C:30]([CH3:46])=[C:29]([C:26]2[CH:27]=[CH:28][C:23]([OH:22])=[CH:24][CH:25]=2)[N:34]([CH3:35])[C:33]1=[O:36])[C:4]1[CH:5]=[CH:6][CH:7]=[CH:8][CH:48]=1, predict the reactants needed to synthesize it. The reactants are: ClC1[C:7]([C:8](F)(F)F)=[C:6](OC)[CH:5]=[CH:4]N=1.Cl.C([O:22][C:23]1[CH:28]=[CH:27][C:26]([C:29]2[N:34]([CH3:35])[C:33](=[O:36])[N:32]([CH2:37][O:38][CH2:39]C[Si](C)(C)C)[C:31](=[O:45])[C:30]=2[CH3:46])=[C:25](C)[CH:24]=1)C1C=CC=CC=1.[CH3:48]O. (5) Given the product [CH2:1]([C:8]1[CH:9]=[N:10][C:11]2[C:16]([C:17]=1[C:18]1[CH:19]=[C:20]([NH:24][CH2:33][C:32]3[CH:35]=[CH:36][CH:37]=[C:30]([Cl:29])[C:31]=3[F:38])[CH:21]=[CH:22][CH:23]=1)=[CH:15][CH:14]=[CH:13][C:12]=2[C:25]([F:28])([F:26])[F:27])[C:2]1[CH:3]=[CH:4][CH:5]=[CH:6][CH:7]=1, predict the reactants needed to synthesize it. The reactants are: [CH2:1]([C:8]1[CH:9]=[N:10][C:11]2[C:16]([C:17]=1[C:18]1[CH:19]=[C:20]([NH2:24])[CH:21]=[CH:22][CH:23]=1)=[CH:15][CH:14]=[CH:13][C:12]=2[C:25]([F:28])([F:27])[F:26])[C:2]1[CH:7]=[CH:6][CH:5]=[CH:4][CH:3]=1.[Cl:29][C:30]1[C:31]([F:38])=[C:32]([CH:35]=[CH:36][CH:37]=1)[CH:33]=O. (6) Given the product [Cl:8][C:5]1[CH:6]=[CH:7][C:2]([O:19][C:16]2[CH:15]=[CH:14][C:13]([S:10]([CH3:9])(=[O:12])=[O:11])=[CH:18][CH:17]=2)=[N:3][CH:4]=1, predict the reactants needed to synthesize it. The reactants are: Cl[C:2]1[CH:7]=[CH:6][C:5]([Cl:8])=[CH:4][N:3]=1.[CH3:9][S:10]([C:13]1[CH:18]=[CH:17][C:16]([OH:19])=[CH:15][CH:14]=1)(=[O:12])=[O:11].C([O-])([O-])=O.[Cs+].[Cs+]. (7) Given the product [CH3:48][O:47][C:44]1[CH:43]=[CH:42][C:41]([CH2:40][N:39]([CH2:49][C:50]2[CH:51]=[CH:52][C:53]([O:56][CH3:57])=[CH:54][CH:55]=2)[C:34]2[N:33]=[C:32]([C:19]3[C:20]([NH:23][C:24]4[CH:25]=[N:26][C:27]([O:30][CH3:31])=[CH:28][CH:29]=4)=[N:21][CH:22]=[C:17]([C:5]4[CH:4]=[N:3][N:2]([CH3:1])[CH:6]=4)[CH:18]=3)[N:37]=[C:36]([CH3:38])[N:35]=2)=[CH:46][CH:45]=1, predict the reactants needed to synthesize it. The reactants are: [CH3:1][N:2]1[CH:6]=[C:5](B2OC(C)(C)C(C)(C)O2)[CH:4]=[N:3]1.Cl[C:17]1[CH:18]=[C:19]([C:32]2[N:37]=[C:36]([CH3:38])[N:35]=[C:34]([N:39]([CH2:49][C:50]3[CH:55]=[CH:54][C:53]([O:56][CH3:57])=[CH:52][CH:51]=3)[CH2:40][C:41]3[CH:46]=[CH:45][C:44]([O:47][CH3:48])=[CH:43][CH:42]=3)[N:33]=2)[C:20]([NH:23][C:24]2[CH:25]=[N:26][C:27]([O:30][CH3:31])=[CH:28][CH:29]=2)=[N:21][CH:22]=1.C(=O)([O-])[O-].[Na+].[Na+].[OH-].[Na+].